From a dataset of Full USPTO retrosynthesis dataset with 1.9M reactions from patents (1976-2016). Predict the reactants needed to synthesize the given product. Given the product [CH2:14]1[C:15]2[C:20](=[CH:19][CH:18]=[CH:17][CH:16]=2)[CH2:21][CH2:22][N:13]1[CH2:12][CH:11]([OH:23])[CH2:10][NH:9][C:7](=[O:8])[C:6]1[CH:24]=[C:2]([NH:1][CH:29]2[CH2:30][CH2:31][O:26][CH2:27][CH2:28]2)[CH:3]=[CH:4][C:5]=1[F:25], predict the reactants needed to synthesize it. The reactants are: [NH2:1][C:2]1[CH:3]=[CH:4][C:5]([F:25])=[C:6]([CH:24]=1)[C:7]([NH:9][CH2:10][CH:11]([OH:23])[CH2:12][N:13]1[CH2:22][CH2:21][C:20]2[C:15](=[CH:16][CH:17]=[CH:18][CH:19]=2)[CH2:14]1)=[O:8].[O:26]1[CH2:31][CH2:30][C:29](=O)[CH2:28][CH2:27]1.CC(O)=O.[BH3-]C#N.[Na+].